This data is from Full USPTO retrosynthesis dataset with 1.9M reactions from patents (1976-2016). The task is: Predict the reactants needed to synthesize the given product. (1) Given the product [NH2:1][C:2]1[CH:14]=[C:13]2[C:5]([C:6]3[CH:7]=[C:8]([C:22]4[CH:23]=[CH:24][C:25]([OH:26])=[C:20]([Cl:19])[CH:21]=4)[CH:9]=[C:10]([C:15]([NH2:17])=[O:16])[C:11]=3[NH:12]2)=[CH:4][CH:3]=1, predict the reactants needed to synthesize it. The reactants are: [NH2:1][C:2]1[CH:14]=[C:13]2[C:5]([C:6]3[CH:7]=[C:8](Br)[CH:9]=[C:10]([C:15]([NH2:17])=[O:16])[C:11]=3[NH:12]2)=[CH:4][CH:3]=1.[Cl:19][C:20]1[CH:21]=[C:22](B(O)O)[CH:23]=[CH:24][C:25]=1[OH:26].C([O-])([O-])=O.[Na+].[Na+]. (2) Given the product [CH:1]1([CH:4]([C:18]2[CH:23]=[CH:22][CH:21]=[CH:20][C:19]=2[O:24][CH3:25])[NH:5][C:6]([C:8]2[CH:9]=[C:10]3[C:14](=[CH:15][CH:16]=2)[NH:13][N:12]=[C:11]3[C:37]2[CH:38]=[CH:39][C:34]([O:33][CH:30]3[CH2:29][CH2:28][N:27]([CH3:26])[CH2:32][CH2:31]3)=[CH:35][CH:36]=2)=[O:7])[CH2:3][CH2:2]1, predict the reactants needed to synthesize it. The reactants are: [CH:1]1([CH:4]([C:18]2[CH:23]=[CH:22][CH:21]=[CH:20][C:19]=2[O:24][CH3:25])[NH:5][C:6]([C:8]2[CH:9]=[C:10]3[C:14](=[CH:15][CH:16]=2)[NH:13][N:12]=[C:11]3I)=[O:7])[CH2:3][CH2:2]1.[CH3:26][N:27]1[CH2:32][CH2:31][CH:30]([O:33][C:34]2[CH:39]=[CH:38][C:37](B3OC(C)(C)C(C)(C)O3)=[CH:36][CH:35]=2)[CH2:29][CH2:28]1.C([O-])([O-])=O.[Na+].[Na+]. (3) Given the product [C:20]([O:24][C:25]([N:9]1[CH:6]2[CH2:7][CH2:8][CH:2]1[CH2:3][C:4](=[O:10])[CH2:5]2)=[O:26])([CH3:23])([CH3:22])[CH3:21], predict the reactants needed to synthesize it. The reactants are: Cl.[CH:2]12[NH:9][CH:6]([CH2:7][CH2:8]1)[CH2:5][C:4](=[O:10])[CH2:3]2.C(N(CC)C(C)C)(C)C.[C:20]([O:24][C:25](O[C:25]([O:24][C:20]([CH3:23])([CH3:22])[CH3:21])=[O:26])=[O:26])([CH3:23])([CH3:22])[CH3:21]. (4) Given the product [Cl:26][C:25]1[CH:2]=[CH:3][C:4]([O:5][CH:6]2[CH2:7][CH2:8][N:9]([S:12]([C:15]3[C:16]([CH3:22])=[N:17][N:18]([CH3:21])[C:19]=3[CH3:20])(=[O:13])=[O:14])[CH2:10][CH:11]2[CH3:27])=[CH:23][CH:24]=1, predict the reactants needed to synthesize it. The reactants are: Cl[C:2]1[CH:3]=[C:4]([CH:23]=[CH:24][C:25]=1[Cl:26])[O:5][CH:6]1[CH2:11][CH2:10][N:9]([S:12]([C:15]2[C:16]([CH3:22])=[N:17][N:18]([CH3:21])[C:19]=2[CH3:20])(=[O:14])=[O:13])[CH2:8][CH2:7]1.[CH3:27]N1C(C)=C(S(Cl)(=O)=O)C(C)=N1.Cl.ClC1C=CC(OC2CCNCC2C)=CC=1. (5) The reactants are: [Cl:1][C:2]1[N:3]=[C:4]([N:13]2[CH2:18][CH2:17][O:16][CH2:15][CH2:14]2)[C:5]2[CH:10]=[C:9]([CH:11]=O)[S:8][C:6]=2[N:7]=1.[NH:19]1[CH2:23][CH2:22][CH:21]([OH:24])[CH2:20]1.CC(O)=O.[BH-](OC(C)=O)(OC(C)=O)OC(C)=O.[Na+]. Given the product [Cl:1][C:2]1[N:3]=[C:4]([N:13]2[CH2:18][CH2:17][O:16][CH2:15][CH2:14]2)[C:5]2[CH:10]=[C:9]([CH2:11][N:19]3[CH2:23][CH2:22][CH:21]([OH:24])[CH2:20]3)[S:8][C:6]=2[N:7]=1, predict the reactants needed to synthesize it. (6) Given the product [F:1][C:2]1[CH:9]=[CH:8][C:5]([CH2:6][NH:7][CH2:19][CH2:18][CH2:24][S:21]([OH:23])(=[O:22])=[O:20])=[CH:4][C:3]=1[CH3:10], predict the reactants needed to synthesize it. The reactants are: [F:1][C:2]1[CH:9]=[CH:8][C:5]([CH2:6][NH2:7])=[CH:4][C:3]=1[CH3:10].C1(C)C=CC=CC=1.[CH2:18]1[CH2:24][S:21](=[O:23])(=[O:22])[O:20][CH2:19]1.